From a dataset of Forward reaction prediction with 1.9M reactions from USPTO patents (1976-2016). Predict the product of the given reaction. (1) Given the reactants [F:1][C:2]1[N:6]([CH3:7])[N:5]=[C:4]([CH3:8])[C:3]=1[C:9](Cl)=[O:10].[Cl:12][C:13]1[CH:14]=[CH:15][CH:16]=[C:17]2[C:21]=1[CH:20]([NH:22][CH:23]1[CH2:25][CH2:24]1)[CH2:19][CH2:18]2.C(N(CC)CC)C.CCCCCCC.C(OCC)(=O)C, predict the reaction product. The product is: [Cl:12][C:13]1[CH:14]=[CH:15][CH:16]=[C:17]2[C:21]=1[CH:20]([N:22]([CH:23]1[CH2:25][CH2:24]1)[C:9]([C:3]1[C:4]([CH3:8])=[N:5][N:6]([CH3:7])[C:2]=1[F:1])=[O:10])[CH2:19][CH2:18]2. (2) Given the reactants [Br:1][C:2]1[C:7](F)=[CH:6][N:5]=[C:4]([C:9]2[CH2:13][CH2:12][C@:11]3([CH2:17][CH2:16][N:15]([CH3:18])[C:14]3=[O:19])[N:10]=2)[CH:3]=1.[CH3:20][O-:21].[Na+].CO, predict the reaction product. The product is: [Br:1][C:2]1[C:7]([O:21][CH3:20])=[CH:6][N:5]=[C:4]([C:9]2[CH2:13][CH2:12][C@:11]3([CH2:17][CH2:16][N:15]([CH3:18])[C:14]3=[O:19])[N:10]=2)[CH:3]=1. (3) Given the reactants [CH3:1][C:2]1[O:6][C:5]([C:7]2[CH:12]=[CH:11][C:10]([C:13]3[S:14][CH:15]=[CH:16][CH:17]=3)=[CH:9][CH:8]=2)=[N:4][C:3]=1[CH2:18][CH2:19][O:20]S(C1C=CC(C)=CC=1)(=O)=O.C([O:33][C:34](=[O:55])[C:35]([CH3:54])([O:47][C:48]1[CH:53]=[CH:52][CH:51]=[CH:50][CH:49]=1)[CH2:36][C:37]1[CH:42]=[CH:41][C:40](O)=[C:39]([CH2:44][CH2:45][CH3:46])[CH:38]=1)C, predict the reaction product. The product is: [CH3:54][C:35]([O:47][C:48]1[CH:49]=[CH:50][CH:51]=[CH:52][CH:53]=1)([CH2:36][C:37]1[CH:42]=[CH:41][C:40]([O:20][CH2:19][CH2:18][C:3]2[N:4]=[C:5]([C:7]3[CH:8]=[CH:9][C:10]([C:13]4[S:14][CH:15]=[CH:16][CH:17]=4)=[CH:11][CH:12]=3)[O:6][C:2]=2[CH3:1])=[C:39]([CH2:44][CH2:45][CH3:46])[CH:38]=1)[C:34]([OH:55])=[O:33]. (4) Given the reactants Cl.[CH:2]1([C:5]2[N:9]([CH2:10][C:11]3[C:16]([F:17])=[CH:15][C:14]([O:18][CH2:19][CH3:20])=[CH:13][C:12]=3[F:21])[N:8]=[C:7]([C:22](=[NH:24])[NH2:23])[C:6]=2[CH3:25])[CH2:4][CH2:3]1.[Si]([O:33][CH:34]([C:37]#[N:38])[C:35]#[N:36])(C(C)(C)C)(C)C.C([O-])(C)(C)C.[K+], predict the reaction product. The product is: [NH2:36][C:35]1[C:34]([OH:33])=[C:37]([NH2:38])[N:23]=[C:22]([C:7]2[C:6]([CH3:25])=[C:5]([CH:2]3[CH2:4][CH2:3]3)[N:9]([CH2:10][C:11]3[C:16]([F:17])=[CH:15][C:14]([O:18][CH2:19][CH3:20])=[CH:13][C:12]=3[F:21])[N:8]=2)[N:24]=1. (5) Given the reactants [O:1]1[CH:5]=[CH:4][N:3]=[CH:2]1.C([Li])CCC.[Cl:11][C:12]1[CH:17]=[C:16](I)[CH:15]=[CH:14][C:13]=1[CH3:19], predict the reaction product. The product is: [Cl:11][C:12]1[CH:17]=[C:16]([C:2]2[O:1][CH:5]=[CH:4][N:3]=2)[CH:15]=[CH:14][C:13]=1[CH3:19]. (6) Given the reactants [CH:1]1([N:4]2[C:9]3[CH:10]=[CH:11][C:12]([N+:14]([O-])=O)=[CH:13][C:8]=3[S:7](=[O:18])(=[O:17])[N:6]=[CH:5]2)[CH2:3][CH2:2]1, predict the reaction product. The product is: [NH2:14][C:12]1[CH:11]=[CH:10][C:9]2[N:4]([CH:1]3[CH2:2][CH2:3]3)[CH:5]=[N:6][S:7](=[O:18])(=[O:17])[C:8]=2[CH:13]=1. (7) Given the reactants Br[C:2]1[N:3]=[CH:4][N:5]([CH:7]([CH3:9])[CH3:8])[CH:6]=1.CC1(C)C(C)(C)OB([C:18]2[CH:19]=[CH:20][C:21]3[CH2:28][C@H:27]4[C@:29]5([CH2:33][N:32]([CH2:34][C:35]([F:38])([F:37])[F:36])[S:31](=[O:40])(=[O:39])[NH:30]5)[C@H:24]([CH2:25][CH2:26]4)[CH2:23][C:22]=3[CH:41]=2)O1, predict the reaction product. The product is: [CH:7]([N:5]1[CH:6]=[C:2]([C:18]2[CH:19]=[CH:20][C:21]3[CH2:28][C@H:27]4[C@:29]5([CH2:33][N:32]([CH2:34][C:35]([F:38])([F:37])[F:36])[S:31](=[O:39])(=[O:40])[NH:30]5)[C@H:24]([CH2:25][CH2:26]4)[CH2:23][C:22]=3[CH:41]=2)[N:3]=[CH:4]1)([CH3:9])[CH3:8]. (8) The product is: [F:12][C:11]([F:13])([F:14])[O:10][C:8]1[CH:9]=[C:4]([NH2:1])[C:5]([NH2:15])=[CH:6][CH:7]=1. Given the reactants [N+:1]([C:4]1[CH:9]=[C:8]([O:10][C:11]([F:14])([F:13])[F:12])[CH:7]=[CH:6][C:5]=1[NH2:15])([O-])=O, predict the reaction product. (9) Given the reactants [C:1]1([C:7]#[C:8][CH2:9][OH:10])[CH:6]=[CH:5][CH:4]=[CH:3][CH:2]=1.[CH:11]([C:14]1[CH:19]=[CH:18][C:17]([SH:20])=[CH:16][CH:15]=1)([CH3:13])[CH3:12].C1(CC(SC2C=CC=CC=2)C(=O)C)C=CC=CC=1, predict the reaction product. The product is: [CH:11]([C:14]1[CH:19]=[CH:18][C:17]([S:20][CH:8]([CH2:7][C:1]2[CH:6]=[CH:5][CH:4]=[CH:3][CH:2]=2)[CH:9]=[O:10])=[CH:16][CH:15]=1)([CH3:13])[CH3:12]. (10) The product is: [Cl:1][C:2]1[CH:10]=[C:9]([CH:11]([O:15][CH2:16][C:17]2([C:30]3[CH:35]=[CH:34][C:33]([F:36])=[CH:32][CH:31]=3)[CH2:22][CH2:21][N:20]([C:23]([O:25][C:26]([CH3:29])([CH3:28])[CH3:27])=[O:24])[CH2:19][CH2:18]2)[CH2:12][CH2:13][O:14][S:53]([CH3:52])(=[O:55])=[O:54])[C:8]2[C:4](=[CH:5][N:6]([CH2:37][O:38][CH2:39][CH2:40][Si:41]([CH3:42])([CH3:43])[CH3:44])[N:7]=2)[CH:3]=1. Given the reactants [Cl:1][C:2]1[CH:10]=[C:9]([CH:11]([O:15][CH2:16][C:17]2([C:30]3[CH:35]=[CH:34][C:33]([F:36])=[CH:32][CH:31]=3)[CH2:22][CH2:21][N:20]([C:23]([O:25][C:26]([CH3:29])([CH3:28])[CH3:27])=[O:24])[CH2:19][CH2:18]2)[CH2:12][CH2:13][OH:14])[C:8]2[C:4](=[CH:5][N:6]([CH2:37][O:38][CH2:39][CH2:40][Si:41]([CH3:44])([CH3:43])[CH3:42])[N:7]=2)[CH:3]=1.C(N(CC)CC)C.[CH3:52][S:53](Cl)(=[O:55])=[O:54], predict the reaction product.